Dataset: hERG Central: cardiac toxicity at 1µM, 10µM, and general inhibition. Task: Predict hERG channel inhibition at various concentrations. (1) The drug is Cn1c(-c2cccc([N+](=O)[O-])c2)cnc1NCc1cccc([N+](=O)[O-])c1.O=C(O)C(=O)O. Results: hERG_inhib (hERG inhibition (general)): blocker. (2) The molecule is Cc1cc(C)cc(NC(=S)N(CCCN2CCN(C)CC2)Cc2cccs2)c1. Results: hERG_inhib (hERG inhibition (general)): blocker. (3) The molecule is COC(=O)C1=C(c2ccc(OC(F)(F)F)cc2)C[C@@H]2CC[C@H]1N2C(=O)NCC1CC1. Results: hERG_inhib (hERG inhibition (general)): blocker.